Dataset: Full USPTO retrosynthesis dataset with 1.9M reactions from patents (1976-2016). Task: Predict the reactants needed to synthesize the given product. The reactants are: [CH:1]1[C:6]([NH2:7])=[CH:5][CH:4]=[C:3]([NH:8][C:9]2[CH:14]=[CH:13][C:12]([NH2:15])=[CH:11][CH:10]=2)[CH:2]=1.[N:16]1[N:17]=[CH:18][N:19]([C:21]2[CH:29]=[CH:28][C:24]([C:25](O)=[O:26])=[CH:23][CH:22]=2)[CH:20]=1. Given the product [NH:8]([C:3]1[CH:2]=[CH:1][C:6]([NH:7][C:25](=[O:26])[C:24]2[CH:28]=[CH:29][C:21]([N:19]3[CH:18]=[N:17][N:16]=[CH:20]3)=[CH:22][CH:23]=2)=[CH:5][CH:4]=1)[C:9]1[CH:14]=[CH:13][C:12]([NH:15][C:25](=[O:26])[C:24]2[CH:23]=[CH:22][C:21]([N:19]3[CH:20]=[N:16][N:17]=[CH:18]3)=[CH:29][CH:28]=2)=[CH:11][CH:10]=1, predict the reactants needed to synthesize it.